This data is from Catalyst prediction with 721,799 reactions and 888 catalyst types from USPTO. The task is: Predict which catalyst facilitates the given reaction. Reactant: C([O:4][C@@H:5]1[C@@H:9]([C:10]2[N:11]=[N:12][N:13]([CH2:15][CH3:16])[N:14]=2)[O:8][C@@H:7]([N:17]2[CH:25]=[N:24][C:23]3[C:18]2=[N:19][C:20]([Cl:44])=[N:21][C:22]=3[NH:26][CH2:27][C:28]([C:37]2[CH:42]=[CH:41][C:40]([F:43])=[CH:39][CH:38]=2)([C:30]2[CH:35]=[CH:34][C:33]([F:36])=[CH:32][CH:31]=2)[OH:29])[C@@H:6]1[O:45]C(=O)C)(=O)C.C(=O)([O-])[O-].[K+].[K+]. Product: [F:36][C:33]1[CH:34]=[CH:35][C:30]([C:28]([C:37]2[CH:38]=[CH:39][C:40]([F:43])=[CH:41][CH:42]=2)([OH:29])[CH2:27][NH:26][C:22]2[N:21]=[C:20]([Cl:44])[N:19]=[C:18]3[C:23]=2[N:24]=[CH:25][N:17]3[C@H:7]2[C@H:6]([OH:45])[C@H:5]([OH:4])[C@@H:9]([C:10]3[N:11]=[N:12][N:13]([CH2:15][CH3:16])[N:14]=3)[O:8]2)=[CH:31][CH:32]=1. The catalyst class is: 5.